This data is from Experimentally validated miRNA-target interactions with 360,000+ pairs, plus equal number of negative samples. The task is: Binary Classification. Given a miRNA mature sequence and a target amino acid sequence, predict their likelihood of interaction. (1) The miRNA is mmu-miR-449a-3p with sequence CAGCUAACAUGCGACUGCUCUC. The protein sequence of the target gene is MATCADILRSEFPEIDGQVFDYVTGVLHSGSADFESVDDLVEAVGELLQEVSGDSKDDAGIRAVCQRMYNTLRLAEPQNQGNSQVLLDAPIQLSKIMENYDCDTKLPGLLKREQSSTVNAKKLEKAEARLKAKQEKRSEKETLKTSNPLVLEEASASQAGSRKESRLESSGKNKSYDVRIENFDVSFGDRVLLAGADVNLAWGRRYGLVGRNGLGKTTLLKMLATRSLRVPAHISLLHVEQEVAGDDTPALQSVLESDTVREDLLRQERELSLRIAAGRAEGSEAAQLAEIYGKLEEIEA.... Result: 0 (no interaction). (2) The protein sequence of the target gene is MAAATADPGAGNPQAGDSSGGDSGGGLPSPGEQELSRRLQRLYPAVNQHETPLPRSWSPKDKYNYIGLSQGNLRVHYKGHGKNHKDAASVRATHPIPAACGIYYFEVKIVSKGRDGYMGIGLSAQGVNMNRLPGWDKHSYGYHGDDGHSFCSSGTGQPYGPTFTTGDVIGCCVNLINGTCFYTKNGHSLGIAFTDLPANLYPTVGLQTPGEIVDANFGQQPFLFDIEDYMREWRAKVQGTVHGFPISARLGEWQAVLQNMVSSYLVHHGYCSTATAFARMTETPIQEEQASIKNRQKIQK.... Result: 1 (interaction). The miRNA is mmu-miR-216a-5p with sequence UAAUCUCAGCUGGCAACUGUGA. (3) The miRNA is hsa-miR-6868-3p with sequence UUCCUUCUGUUGUCUGUGCAG. The protein sequence of the target gene is MNGDSRAAVVTSPPPTTAPHKERYFDRVDENNPEYLRERNMAPDLRQDFNMMEQKKRVSMILQSPAFCEELESMIQEQFKKGKNPTGLLALQQIADFMTTNVPNVYPAAPQGGMAALNMSLGMVTPVNDLRGSDSIAYDKGEKLLRCKLAAFYRLADLFGWSQLIYNHITTRVNSEQEHFLIVPFGLLYSEVTASSLVKINLQGDIVDRGSTNLGVNQAGFTLHSAIYAARPDVKCVVHIHTPAGAAVSAMKCGLLPISPEALSLGEVAYHDYHGILVDEEEKVLIQKNLGPKSKVLILR.... Result: 1 (interaction). (4) The miRNA is hsa-miR-10a-5p with sequence UACCCUGUAGAUCCGAAUUUGUG. The protein sequence of the target gene is MAAKGAHGSYLKVESELERCRAEGHWDRMPELVRQLQTLSMPGGGGNRRGSPSAAFTFPDTDDFGKLLLAEALLEQCLKENHAKIKDSMPLLEKNEPKMSEAKNYLSSILNHGRLSPQYMCEAMLILGKLHYVEGSYRDAISMYARAGIDDMSMENKPLYQMRLLSEAFVIKGLSLERLPNSIASRFRLTEREEEVITCFERASWIAQVFLQELEKTTNNSTSRHLKGCHPLDYELTYFLEAALQSAYVKNLKKGNIVKGMRELREVLRTVETKATQNFKVMAAKHLAGVLLHSLSEECY.... Result: 1 (interaction). (5) The miRNA is hsa-miR-3190-5p with sequence UCUGGCCAGCUACGUCCCCA. The protein sequence of the target gene is MSPGGKFDFDDGGCYVGGWEAGRAHGYGVCTGPGAQGEYSGCWAHGFESLGVFTGPGGHSYQGHWQQGKREGLGVERKSRWTYRGEWLGGLKGRSGVWESVSGLRYAGLWKDGFQDGYGTETYSDGGTYQGQWQAGKRHGYGVRQSVPYHQAALLRSPRRTSLDSGHSDPPTPPPPLPLPGDEGGSPASGSRGGFVLAGPGDADGASSRKRTPAAGGFFRRSLLLSGLRAGGRRSSLGSKRGSLRSEVSSEVGSTGPPGSEASGPPAAAPPALIEGSATEVYAGEWRADRRSGFGVSQRS.... Result: 0 (no interaction).